Predict the reactants needed to synthesize the given product. From a dataset of Full USPTO retrosynthesis dataset with 1.9M reactions from patents (1976-2016). (1) Given the product [C:1]([C:3]1[CH:8]=[CH:7][C:6]([N:9]([CH2:15][C:16]2[N:20]=[C:19]([CH:21]3[CH2:26][CH2:25][N:24]([S:27]([NH2:30])(=[O:29])=[O:28])[CH2:23][CH2:22]3)[O:18][N:17]=2)[CH2:10][C:11]([F:14])([F:12])[F:13])=[CH:5][C:4]=1[C:38]([F:41])([F:40])[F:39])#[N:2], predict the reactants needed to synthesize it. The reactants are: [C:1]([C:3]1[CH:8]=[CH:7][C:6]([N:9]([CH2:15][C:16]2[N:20]=[C:19]([CH:21]3[CH2:26][CH2:25][N:24]([S:27]([NH:30]C(=O)OC(C)(C)C)(=[O:29])=[O:28])[CH2:23][CH2:22]3)[O:18][N:17]=2)[CH2:10][C:11]([F:14])([F:13])[F:12])=[CH:5][C:4]=1[C:38]([F:41])([F:40])[F:39])#[N:2].C(O)(C(F)(F)F)=O. (2) Given the product [CH2:17]=[CH:18][CH2:19]/[CH:20]=[CH:21]\[CH2:22]/[CH:23]=[CH:24]\[CH2:25][CH2:26][CH2:27][CH2:28][CH2:29][CH2:30][CH2:31][C:32]1[CH:37]=[C:36]([OH:38])[CH:35]=[CH:34][CH:33]=1.[CH3:14][C:12]1([CH3:15])[CH2:11][C:6]([CH2:7][N:8]=[C:9]=[O:10])([CH3:16])[CH2:5][CH:4]([N:3]=[C:2]=[O:1])[CH2:13]1.[CH3:15][C:12]([C:13]([O:38][CH2:36][CH2:43][OH:44])=[O:39])=[CH2:14], predict the reactants needed to synthesize it. The reactants are: [O:1]=[C:2]=[N:3][CH:4]1[CH2:13][C:12]([CH3:15])([CH3:14])[CH2:11][C:6]([CH3:16])([CH2:7][N:8]=[C:9]=[O:10])[CH2:5]1.[CH2:17]=[CH:18][CH2:19]/[CH:20]=[CH:21]\[CH2:22]/[CH:23]=[CH:24]\[CH2:25][CH2:26][CH2:27][CH2:28][CH2:29][CH2:30][CH2:31][C:32]1[CH:37]=[C:36]([OH:38])[CH:35]=[CH:34][CH:33]=1.[OH2:39].CN([CH:43]=[O:44])C. (3) Given the product [CH3:1][N:2]1[C:10]2[N:9]=[C:8]([Br:11])[N:7]([CH2:29][C:30]#[C:31][CH3:32])[C:6]=2[C:5](=[O:12])[NH:4][C:3]1=[O:13], predict the reactants needed to synthesize it. The reactants are: [CH3:1][N:2]1[C:10]2[N:9]=[C:8]([Br:11])[NH:7][C:6]=2[C:5](=[O:12])[NH:4][C:3]1=[O:13].CN(C)C=O.C(N(C(C)C)CC)(C)C.Br[CH2:29][C:30]#[C:31][CH3:32]. (4) Given the product [NH2:5][CH2:9][CH:10]([CH2:27][C:28]1[CH:33]=[CH:32][CH:31]=[CH:30][CH:29]=1)[C:11]([NH:13][C:14]1[S:15][C:16]([Cl:26])=[C:17]([C:19]2[N:23]([CH3:24])[N:22]=[CH:21][C:20]=2[Cl:25])[CH:18]=1)=[O:12], predict the reactants needed to synthesize it. The reactants are: CC([N:5]([CH2:9][CH:10]([CH2:27][C:28]1[CH:33]=[CH:32][CH:31]=[CH:30][CH:29]=1)[C:11]([NH:13][C:14]1[S:15][C:16]([Cl:26])=[C:17]([C:19]2[N:23]([CH3:24])[N:22]=[CH:21][C:20]=2[Cl:25])[CH:18]=1)=[O:12])C(=O)[O-])(C)C.C(O)(C(F)(F)F)=O. (5) Given the product [CH2:1]([O:5][C:6]1[C:7](=[O:18])[O:8][C:9]2[C:16]([O:17][CH2:26][CH2:25][CH2:24][CH2:23][O:22][C:19](=[O:21])[CH3:20])=[CH:15][CH:14]=[CH:13][C:10]=2[C:11]=1[OH:12])[CH2:2][CH2:3][CH3:4], predict the reactants needed to synthesize it. The reactants are: [CH2:1]([O:5][C:6]1[C:7](=[O:18])[O:8][C:9]2[C:16]([OH:17])=[CH:15][CH:14]=[CH:13][C:10]=2[C:11]=1[OH:12])[CH2:2][CH2:3][CH3:4].[C:19]([O:22][CH2:23][CH2:24][CH2:25][CH2:26]Br)(=[O:21])[CH3:20]. (6) The reactants are: [OH:1][C:2]1[CH:3]=[C:4]([CH:7]=[CH:8][CH:9]=1)[CH:5]=[O:6].[Br:10][CH2:11][CH2:12]Br.C(=O)([O-])[O-].[Cs+].[Cs+].O. Given the product [Br:10][CH2:11][CH2:12][O:1][C:2]1[CH:3]=[C:4]([CH:7]=[CH:8][CH:9]=1)[CH:5]=[O:6], predict the reactants needed to synthesize it. (7) The reactants are: [CH:1]([NH:4][C:5]([C:7]1[CH:8]=[CH:9][C:10]2[O:14][C:13]3[CH:15]=[C:16]([S:19]([NH:22][C@@H:23]([CH:28]([CH3:30])[CH3:29])[C:24]([O:26]C)=[O:25])(=[O:21])=[O:20])[CH:17]=[CH:18][C:12]=3[C:11]=2[CH:31]=1)=[NH:6])([CH3:3])[CH3:2].Cl. Given the product [CH:1]([NH:4][C:5]([C:7]1[CH:8]=[CH:9][C:10]2[O:14][C:13]3[CH:15]=[C:16]([S:19]([NH:22][C@@H:23]([CH:28]([CH3:30])[CH3:29])[C:24]([OH:26])=[O:25])(=[O:21])=[O:20])[CH:17]=[CH:18][C:12]=3[C:11]=2[CH:31]=1)=[NH:6])([CH3:3])[CH3:2], predict the reactants needed to synthesize it. (8) The reactants are: [C:1]([C:3]1[N:4]=[CH:5][N:6]2[C:15]=1[C@@H:14]([CH2:16][CH3:17])[N:13]([CH:18]([CH3:20])[CH3:19])[C:12]1[N:11]=[C:10]([NH:21][C:22]3[C:30]([O:31][CH3:32])=[CH:29][C:25]([C:26](O)=[O:27])=[C:24]([F:33])[CH:23]=3)[N:9]=[CH:8][C:7]2=1)#[N:2].Cl.[CH:35]1([CH2:38][N:39]2[CH2:44][CH2:43][CH:42]([N:45]3[CH2:50][CH2:49][CH:48]([NH2:51])[CH2:47][CH2:46]3)[CH2:41][CH2:40]2)[CH2:37][CH2:36]1. Given the product [C:1]([C:3]1[N:4]=[CH:5][N:6]2[C:15]=1[C@@H:14]([CH2:16][CH3:17])[N:13]([CH:18]([CH3:20])[CH3:19])[C:12]1[N:11]=[C:10]([NH:21][C:22]3[C:30]([O:31][CH3:32])=[CH:29][C:25]([C:26]([NH:51][CH:48]4[CH2:47][CH2:46][N:45]([CH:42]5[CH2:43][CH2:44][N:39]([CH2:38][CH:35]6[CH2:36][CH2:37]6)[CH2:40][CH2:41]5)[CH2:50][CH2:49]4)=[O:27])=[C:24]([F:33])[CH:23]=3)[N:9]=[CH:8][C:7]2=1)#[N:2], predict the reactants needed to synthesize it. (9) Given the product [CH2:4]1[CH:3]2[CH:2]([C:1]3[O:12][N:11]=[C:20]([NH2:21])[N:10]=3)[CH2:9][N:6]([CH2:14]2)[CH2:5]1, predict the reactants needed to synthesize it. The reactants are: [C:1](#[N:10])[C:2]1[CH:9]=CC=[C:4]([C:5]#[N:6])[CH:3]=1.[NH2:11][OH:12].Cl[CH2:14]CCC(Cl)=O.[CH3:20][N:21](C)C1C=CC=CC=1. (10) Given the product [Cl:1][C:2]1[CH:3]=[C:4]([C:8]2[C:14]3[CH:15]=[CH:16][CH:17]=[CH:18][C:13]=3[NH:12][C:11](=[S:29])[CH2:10][CH:9]=2)[CH:5]=[CH:6][CH:7]=1, predict the reactants needed to synthesize it. The reactants are: [Cl:1][C:2]1[CH:3]=[C:4]([C:8]2[C:14]3[CH:15]=[CH:16][CH:17]=[CH:18][C:13]=3[NH:12][C:11](=O)[CH2:10][CH:9]=2)[CH:5]=[CH:6][CH:7]=1.COC1C=CC(P2(=S)SP(=S)(C3C=CC(OC)=CC=3)[S:29]2)=CC=1.